Dataset: hERG Central: cardiac toxicity at 1µM, 10µM, and general inhibition. Task: Predict hERG channel inhibition at various concentrations. (1) The compound is COc1ccc(-n2cccc2/C=C/[N+](=O)[O-])cc1. Results: hERG_inhib (hERG inhibition (general)): blocker. (2) The molecule is CCCC(c1nnnn1CCOC)N1CCN(c2nc3ccccc3s2)CC1. Results: hERG_inhib (hERG inhibition (general)): blocker. (3) The drug is CC1(OC(=O)C2CCCC2)C(=O)C=C2C=C(c3ccsc3)N(C3CCCC3)C=C2C1=O. Results: hERG_inhib (hERG inhibition (general)): blocker. (4) The molecule is O=C(CN1CCC(c2nc3ccccc3s2)CC1)NCc1ccccc1. Results: hERG_inhib (hERG inhibition (general)): blocker.